From a dataset of Full USPTO retrosynthesis dataset with 1.9M reactions from patents (1976-2016). Predict the reactants needed to synthesize the given product. (1) Given the product [CH2:17]([O:19][C:20](=[O:24])[CH:21]([C:12]1[CH:11]=[N:10][C:9]([N+:14]([O-:16])=[O:15])=[C:8]([F:7])[CH:13]=1)[CH3:22])[CH3:18], predict the reactants needed to synthesize it. The reactants are: CC(C)([O-])C.[K+].[F:7][C:8]1[C:9]([N+:14]([O-:16])=[O:15])=[N:10][CH:11]=[CH:12][CH:13]=1.[CH2:17]([O:19][C:20](=[O:24])[CH:21](Cl)[CH3:22])[CH3:18].Cl. (2) Given the product [Cl:8][C:6]1[CH:5]=[CH:4][C:3]2[O:9][C:16]([C:15]3[CH:19]=[CH:20][CH:21]=[C:13]([N+:10]([O-:12])=[O:11])[CH:14]=3)=[N:1][C:2]=2[CH:7]=1, predict the reactants needed to synthesize it. The reactants are: [NH2:1][C:2]1[CH:7]=[C:6]([Cl:8])[CH:5]=[CH:4][C:3]=1[OH:9].[N+:10]([C:13]1[CH:14]=[C:15]([CH:19]=[CH:20][CH:21]=1)[C:16](Cl)=O)([O-:12])=[O:11]. (3) Given the product [CH2:9]([N:25]1[CH2:26][CH2:27][C:19]2([N:18]([C:28]3[CH:33]=[CH:32][C:31]([O:34][C:35]([F:36])([F:38])[F:37])=[CH:30][CH:29]=3)[C:17](=[O:39])[C:16]3[C:21](=[CH:22][C:13]([Br:12])=[CH:14][CH:15]=3)[NH:20]2)[CH2:23][CH2:24]1)[C:8]1[CH:10]=[CH:11][CH:5]=[CH:6][CH:7]=1, predict the reactants needed to synthesize it. The reactants are: S([C:5]1[CH:11]=[CH:10][C:8]([CH3:9])=[CH:7][CH:6]=1)([O-])(=O)=O.[Br:12][C:13]1[CH:22]=[C:21]2[C:16]([C:17](=[O:39])[N:18]([C:28]3[CH:33]=[CH:32][C:31]([O:34][C:35]([F:38])([F:37])[F:36])=[CH:30][CH:29]=3)[C:19]3([CH2:27][CH2:26][NH:25][CH2:24][CH2:23]3)[NH:20]2)=[CH:15][CH:14]=1.C(=O)([O-])[O-].[Cs+].[Cs+].C(Br)C1C=CC=CC=1. (4) Given the product [F:2][C:3]1[CH:4]=[C:5]([CH:8]=[C:9]([F:11])[CH:10]=1)[CH2:6][Br:1], predict the reactants needed to synthesize it. The reactants are: [BrH:1].[F:2][C:3]1[CH:4]=[C:5]([CH:8]=[C:9]([F:11])[CH:10]=1)[CH2:6]O. (5) Given the product [NH:34]1[C:29]([CH2:28][N:15]2[CH2:16][CH:17]([C:18]3[CH:23]=[CH:22][CH:21]=[C:20]([C:24]([F:26])([F:25])[F:27])[CH:19]=3)[N:13]([C:10]3[CH:9]=[CH:8][C:7]([O:6][C:5]4[CH:4]=[CH:3][C:2]([Cl:1])=[CH:33][CH:32]=4)=[CH:12][CH:11]=3)[C:14]2=[O:31])=[N:30][N:36]=[N:35]1, predict the reactants needed to synthesize it. The reactants are: [Cl:1][C:2]1[CH:33]=[CH:32][C:5]([O:6][C:7]2[CH:12]=[CH:11][C:10]([N:13]3[CH:17]([C:18]4[CH:23]=[CH:22][CH:21]=[C:20]([C:24]([F:27])([F:26])[F:25])[CH:19]=4)[CH2:16][N:15]([CH2:28][C:29]#[N:30])[C:14]3=[O:31])=[CH:9][CH:8]=2)=[CH:4][CH:3]=1.[N-:34]=[N+:35]=[N-:36].[Na+].[NH4+].[Cl-]. (6) Given the product [C:24]([O:23][C:21]([N:18]1[CH2:17][CH2:16][N:15]([C@@H:13]([C:10]2[CH:9]=[C:8]([B:28]([OH:33])[OH:29])[C:7]([F:6])=[N:12][CH:11]=2)[CH3:14])[CH2:20][CH2:19]1)=[O:22])([CH3:26])([CH3:25])[CH3:27], predict the reactants needed to synthesize it. The reactants are: C([Li])CCC.[F:6][C:7]1[N:12]=[CH:11][C:10]([C@H:13]([N:15]2[CH2:20][CH2:19][N:18]([C:21]([O:23][C:24]([CH3:27])([CH3:26])[CH3:25])=[O:22])[CH2:17][CH2:16]2)[CH3:14])=[CH:9][CH:8]=1.[B:28](OC(C)C)([O:33]C(C)C)[O:29]C(C)C.